This data is from Reaction yield outcomes from USPTO patents with 853,638 reactions. The task is: Predict the reaction yield, written as a fraction of the theoretical maximum amount of product (1.0 means a 100% yield; for example, 0.34 means a 34% yield). (1) The reactants are C([N:8]1[CH2:13][CH2:12][C:11]2([C:21]3[C:16](=[CH:17][CH:18]=[CH:19][CH:20]=3)[NH:15][C:14]2=[O:22])[CH2:10][CH2:9]1)C1C=CC=CC=1. The catalyst is [C].[Pd].CO. The product is [NH:8]1[CH2:13][CH2:12][C:11]2([C:21]3[C:16](=[CH:17][CH:18]=[CH:19][CH:20]=3)[NH:15][C:14]2=[O:22])[CH2:10][CH2:9]1. The yield is 0.902. (2) The reactants are [C:1]([O:4][CH2:5][CH2:6][C:7]1[C:12]([N+:13]([O-])=O)=[CH:11][CH:10]=[C:9]([NH:16][C:17](=[O:27])[C:18]([F:26])([F:25])[C:19]2[CH:24]=[CH:23][CH:22]=[CH:21][CH:20]=2)[C:8]=1[F:28])(=[O:3])[CH3:2]. The catalyst is [Pd].C(O)C. The product is [C:1]([O:4][CH2:5][CH2:6][C:7]1[C:8]([F:28])=[C:9]([NH:16][C:17](=[O:27])[C:18]([F:25])([F:26])[C:19]2[CH:20]=[CH:21][CH:22]=[CH:23][CH:24]=2)[CH:10]=[CH:11][C:12]=1[NH2:13])(=[O:3])[CH3:2]. The yield is 0.920. (3) The reactants are [CH3:1][C:2]1[N:7]=C(C#N)[C:5]([N:10]2[CH:14]=[CH:13][CH:12]=[N:11]2)=[CH:4][CH:3]=1.[OH-].[Na+].[CH3:17][C:18]([OH:20])=[O:19]. The catalyst is CO. The product is [CH3:1][C:2]1[N:7]=[C:17]([C:18]([OH:20])=[O:19])[C:5]([N:10]2[CH:14]=[CH:13][CH:12]=[N:11]2)=[CH:4][CH:3]=1. The yield is 0.940.